From a dataset of Full USPTO retrosynthesis dataset with 1.9M reactions from patents (1976-2016). Predict the reactants needed to synthesize the given product. Given the product [NH2:75][C:71]1[S:72][C:73]([Cl:74])=[C:69](/[C:68](=[N:83]/[O:84][C@H:85]([C:86]([OH:88])=[O:87])[CH2:98][C:99]([OH:101])=[O:100])/[C:67]([NH:66][C@@H:20]2[C:19](=[O:107])[N:18]3[C@@H:21]2[S:22][CH2:23][C:24]([CH2:25][N+:26]2([CH2:31][C:32]4[C:41](=[O:42])[C:40]5[C:35](=[CH:36][C:37]([OH:54])=[C:38]([OH:44])[C:39]=5[Cl:43])[N:34]([CH2:64][CH3:65])[CH:33]=4)[CH2:30][CH2:29][CH2:28][CH2:27]2)=[C:17]3[C:15]([O-:16])=[O:14])=[O:106])[N:70]=1, predict the reactants needed to synthesize it. The reactants are: C([O:14][C:15]([C:17]1[N:18]2[C@H:21]([S:22][CH2:23][C:24]=1[CH2:25][N+:26]1([CH2:31][C:32]3[C:41](=[O:42])[C:40]4[C:35](=[CH:36][C:37]([O:54]CC5C=CC(OC)=CC=5)=[C:38]([O:44]CC5C=CC(OC)=CC=5)[C:39]=4[Cl:43])[N:34]([CH2:64][CH3:65])[CH:33]=3)[CH2:30][CH2:29][CH2:28][CH2:27]1)[C@H:20]([NH:66][C:67](=[O:106])/[C:68](=[N:83]\[O:84][C@@H:85]([CH2:98][C:99]([O:101]C(C)(C)C)=[O:100])[C:86]([O:88]CC1C=CC(OC)=CC=1)=[O:87])/[C:69]1[N:70]=[C:71]([NH:75]C(OC(C)(C)C)=O)[S:72][C:73]=1[Cl:74])[C:19]2=[O:107])=[O:16])(C1C=CC=CC=1)C1C=CC=CC=1.C1(OC)C=CC=CC=1.C(O)(C(F)(F)F)=O.C(OC(C)C)(C)C.